From a dataset of Reaction yield outcomes from USPTO patents with 853,638 reactions. Predict the reaction yield, written as a fraction of the theoretical maximum amount of product (1.0 means a 100% yield; for example, 0.34 means a 34% yield). (1) The reactants are [CH3:1][O:2][C:3]1[CH:4]=[C:5]([NH2:22])[C:6]([NH:9][CH2:10][C:11]2[CH:21]=[CH:20][C:14]3[N:15]=[C:16]([S:18][CH3:19])[O:17][C:13]=3[CH:12]=2)=[CH:7][CH:8]=1.[CH2:23](OC(OCC)OCC)C. The catalyst is C(O)=O. The product is [CH3:1][O:2][C:3]1[CH:8]=[CH:7][C:6]2[N:9]([CH2:10][C:11]3[CH:21]=[CH:20][C:14]4[N:15]=[C:16]([S:18][CH3:19])[O:17][C:13]=4[CH:12]=3)[CH:23]=[N:22][C:5]=2[CH:4]=1. The yield is 0.876. (2) The reactants are [CH2:1]([O:3][CH:4]([CH2:10][C:11]1[CH:16]=[CH:15][C:14]([O:17][CH2:18][CH2:19][N:20]2[C:25](=[O:26])[CH:24]=[C:23]([C:27]3[CH:32]=[CH:31][CH:30]=[CH:29][CH:28]=3)[N:22]=[C:21]2[CH2:33][CH3:34])=[CH:13][CH:12]=1)[C:5]([O:7]CC)=[O:6])[CH3:2].[OH-].[Na+]. The catalyst is O. The product is [CH2:1]([O:3][CH:4]([CH2:10][C:11]1[CH:12]=[CH:13][C:14]([O:17][CH2:18][CH2:19][N:20]2[C:25](=[O:26])[CH:24]=[C:23]([C:27]3[CH:32]=[CH:31][CH:30]=[CH:29][CH:28]=3)[N:22]=[C:21]2[CH2:33][CH3:34])=[CH:15][CH:16]=1)[C:5]([OH:7])=[O:6])[CH3:2]. The yield is 0.960. (3) The reactants are [F:1][C:2]1[CH:3]=[C:4]([NH:24][CH3:25])[CH:5]=[CH:6][C:7]=1[O:8][C:9]1[CH:14]=[CH:13][N:12]=[C:11]2[CH:15]=[C:16]([C:18]3[N:19]([CH3:23])[CH:20]=[CH:21][N:22]=3)[S:17][C:10]=12.[C:26]1([CH2:32][C:33]([N:35]=[C:36]=[S:37])=[O:34])[CH:31]=[CH:30][CH:29]=[CH:28][CH:27]=1. The catalyst is C1COCC1. The product is [F:1][C:2]1[CH:3]=[C:4]([N:24]([CH3:25])[C:36]([NH:35][C:33](=[O:34])[CH2:32][C:26]2[CH:31]=[CH:30][CH:29]=[CH:28][CH:27]=2)=[S:37])[CH:5]=[CH:6][C:7]=1[O:8][C:9]1[CH:14]=[CH:13][N:12]=[C:11]2[CH:15]=[C:16]([C:18]3[N:19]([CH3:23])[CH:20]=[CH:21][N:22]=3)[S:17][C:10]=12. The yield is 0.200. (4) The reactants are C1C2C(COC(=O)[NH:17][C@@H:18]([CH2:29][O:30][C:31]([CH3:34])([CH3:33])[CH3:32])[C@H:19]([OH:28])[C:20]3[CH:21]=[N:22][C:23]([O:26][CH3:27])=[CH:24][CH:25]=3)C3C(=CC=CC=3)C=2C=CC=1.N1CCCCC1. The catalyst is CN(C)C=O. The product is [NH2:17][C@@H:18]([CH2:29][O:30][C:31]([CH3:34])([CH3:33])[CH3:32])[C@@H:19]([C:20]1[CH:21]=[N:22][C:23]([O:26][CH3:27])=[CH:24][CH:25]=1)[OH:28]. The yield is 0.340. (5) The reactants are [OH:1]/[CH:2]=[C:3](/[CH2:8][N:9]1[C:17]2[C:12](=[CH:13][CH:14]=[CH:15][CH:16]=2)[CH:11]=[CH:10]1)\[C:4](OC)=O.[NH2:18][C:19]([NH2:21])=[S:20]. The catalyst is CO. The product is [N:9]1([CH2:8][C:3]2[C:2](=[O:1])[NH:18][C:19](=[S:20])[NH:21][CH:4]=2)[C:17]2[C:12](=[CH:13][CH:14]=[CH:15][CH:16]=2)[CH:11]=[CH:10]1. The yield is 0.705. (6) The reactants are [CH2:1]([O:8][C:9]([N:11]1[CH2:15][C@@H:14](OS(C)(=O)=O)[C@H:13]2[O:21][CH2:22][C:23]([O:26][CH3:27])([O:24][CH3:25])[C@@H:12]12)=[O:10])[C:2]1[CH:7]=[CH:6][CH:5]=[CH:4][CH:3]=1.[Cl-:28].[Li+]. The catalyst is CN(C=O)C. The product is [CH2:1]([O:8][C:9]([N:11]1[CH2:15][C@H:14]([Cl:28])[C@H:13]2[O:21][CH2:22][C:23]([O:26][CH3:27])([O:24][CH3:25])[C@@H:12]12)=[O:10])[C:2]1[CH:7]=[CH:6][CH:5]=[CH:4][CH:3]=1. The yield is 0.720. (7) The reactants are [CH2:1]([CH:8]1[CH2:13][CH2:12][N:11]([CH2:14][CH2:15][C:16]([C:18]2[CH:23]=[CH:22][CH:21]=[C:20]([NH:24][C:25]3[C:34]4[C:29](=[CH:30][CH:31]=[CH:32][CH:33]=4)[N:28]=[C:27]([CH3:35])[CH:26]=3)[CH:19]=2)=[O:17])[CH2:10][CH2:9]1)[C:2]1[CH:7]=[CH:6][CH:5]=[CH:4][CH:3]=1.[H-].[H-].[H-].[H-].[Li+].[Al+3]. The catalyst is C1COCC1. The product is [CH2:1]([CH:8]1[CH2:13][CH2:12][N:11]([CH2:14][CH2:15][CH:16]([C:18]2[CH:23]=[CH:22][CH:21]=[C:20]([NH:24][C:25]3[C:34]4[C:29](=[CH:30][CH:31]=[CH:32][CH:33]=4)[N:28]=[C:27]([CH3:35])[CH:26]=3)[CH:19]=2)[OH:17])[CH2:10][CH2:9]1)[C:2]1[CH:3]=[CH:4][CH:5]=[CH:6][CH:7]=1. The yield is 0.270. (8) The reactants are [Br:1][C:2]1[CH:7]=[CH:6][C:5](F)=[C:4]([N+:9]([O-:11])=[O:10])[CH:3]=1.[C:12]([NH2:16])([CH3:15])([CH3:14])[CH3:13]. The catalyst is C1COCC1. The product is [Br:1][C:2]1[CH:7]=[CH:6][C:5]([NH:16][C:12]([CH3:15])([CH3:14])[CH3:13])=[C:4]([N+:9]([O-:11])=[O:10])[CH:3]=1. The yield is 0.970.